Dataset: Full USPTO retrosynthesis dataset with 1.9M reactions from patents (1976-2016). Task: Predict the reactants needed to synthesize the given product. Given the product [P:35]([OH:39])([OH:38])([OH:37])=[O:36].[CH:4]1([N:7]2[C:16]3[C:11](=[CH:12][CH:13]=[C:14]([C:21]4[CH:22]=[C:23]5[C:27](=[CH:28][CH:29]=4)[C@@H:26]([CH3:30])[NH:25][CH2:24]5)[C:15]=3[O:17][CH:18]([F:20])[F:19])[C:10](=[O:31])[C:9]([C:32]([OH:34])=[O:33])=[CH:8]2)[CH2:6][CH2:5]1, predict the reactants needed to synthesize it. The reactants are: C(O)C.[CH:4]1([N:7]2[C:16]3[C:11](=[CH:12][CH:13]=[C:14]([C:21]4[CH:22]=[C:23]5[C:27](=[CH:28][CH:29]=4)[C@@H:26]([CH3:30])[NH:25][CH2:24]5)[C:15]=3[O:17][CH:18]([F:20])[F:19])[C:10](=[O:31])[C:9]([C:32]([OH:34])=[O:33])=[CH:8]2)[CH2:6][CH2:5]1.[P:35](=[O:39])([OH:38])([OH:37])[OH:36].